Dataset: Full USPTO retrosynthesis dataset with 1.9M reactions from patents (1976-2016). Task: Predict the reactants needed to synthesize the given product. (1) Given the product [CH:20]1([C:23]2[CH:28]=[C:27]([CH2:29][N:3]3[CH2:4][C:5]4([CH2:9][C:8]([C@H:10]5[CH2:11][CH2:12][C@H:13]([C:16]([O:18][CH3:19])=[O:17])[CH2:14][CH2:15]5)=[N:7][O:6]4)[CH2:2]3)[C:26]([O:31][CH2:32][CH3:33])=[CH:25][C:24]=2[C:34]2[CH:35]=[CH:36][C:37]([F:40])=[CH:38][CH:39]=2)[CH2:22][CH2:21]1, predict the reactants needed to synthesize it. The reactants are: Cl.[CH2:2]1[C:5]2([CH2:9][C:8]([C@H:10]3[CH2:15][CH2:14][C@H:13]([C:16]([O:18][CH3:19])=[O:17])[CH2:12][CH2:11]3)=[N:7][O:6]2)[CH2:4][NH:3]1.[CH:20]1([C:23]2[CH:28]=[C:27]([CH:29]=O)[C:26]([O:31][CH2:32][CH3:33])=[CH:25][C:24]=2[C:34]2[CH:39]=[CH:38][C:37]([F:40])=[CH:36][CH:35]=2)[CH2:22][CH2:21]1.C(O[BH-](OC(=O)C)OC(=O)C)(=O)C.[Na+].C(=O)([O-])O.[Na+]. (2) Given the product [NH2:1][C:2]1[C:11]2[N:12]=[C:13]([OH:25])[N:14]([CH2:15][CH2:16][NH2:17])[C:10]=2[C:9]2[N:8]=[CH:7][CH:6]=[CH:5][C:4]=2[N:3]=1, predict the reactants needed to synthesize it. The reactants are: [NH2:1][C:2]1[C:11]2[N:12]=[C:13]([O:25]CC)[N:14]([CH2:15][CH2:16][NH:17]C(=O)OC(C)(C)C)[C:10]=2[C:9]2[N:8]=[CH:7][CH:6]=[CH:5][C:4]=2[N:3]=1.Cl. (3) The reactants are: [CH3:1][O:2][C:3](=[O:17])[C:4]1[CH:9]=[C:8]([C:10]([F:13])([F:12])[F:11])[C:7]([OH:14])=[CH:6][C:5]=1[O:15][CH3:16].C1C=CC(N([S:25]([C:28]([F:31])([F:30])[F:29])(=[O:27])=[O:26])[S:25]([C:28]([F:31])([F:30])[F:29])(=[O:27])=[O:26])=CC=1.C(N(CC)C(C)C)(C)C. Given the product [CH3:1][O:2][C:3](=[O:17])[C:4]1[CH:9]=[C:8]([C:10]([F:13])([F:12])[F:11])[C:7]([O:14][S:25]([C:28]([F:31])([F:30])[F:29])(=[O:27])=[O:26])=[CH:6][C:5]=1[O:15][CH3:16], predict the reactants needed to synthesize it. (4) Given the product [C:1]([NH:4][C:5]1[N:10]=[CH:9][C:8]([NH:11][C:12]([N:29]2[CH2:30][CH2:31][N:26]([C:22]3[CH:21]=[C:20]([C:32]4[CH:33]=[CH:34][CH:35]=[CH:36][CH:37]=4)[CH:25]=[CH:24][CH:23]=3)[CH2:27][CH2:28]2)=[O:19])=[CH:7][CH:6]=1)(=[O:3])[CH3:2], predict the reactants needed to synthesize it. The reactants are: [C:1]([NH:4][C:5]1[N:10]=[CH:9][C:8]([NH:11][C:12](=[O:19])OCC(Cl)(Cl)Cl)=[CH:7][CH:6]=1)(=[O:3])[CH3:2].[C:20]1([C:32]2[CH:37]=[CH:36][CH:35]=[CH:34][CH:33]=2)[CH:25]=[CH:24][CH:23]=[C:22]([N:26]2[CH2:31][CH2:30][NH:29][CH2:28][CH2:27]2)[CH:21]=1.C(N(C(C)C)CC)(C)C.O. (5) Given the product [CH:1]([N:4]1[CH2:9][CH2:8][N:7]([C:10]([C:12]2[CH:13]=[C:14]3[C:18](=[CH:19][CH:20]=2)[N:17]([C:37]2[CH:36]=[CH:35][CH:34]=[C:33]([C:32]([F:43])([F:42])[F:31])[CH:38]=2)[C:16]([C:21]([N:23]2[CH2:28][CH2:27][CH:26]([O:29][CH3:30])[CH2:25][CH2:24]2)=[O:22])=[CH:15]3)=[O:11])[CH2:6][CH2:5]1)([CH3:3])[CH3:2], predict the reactants needed to synthesize it. The reactants are: [CH:1]([N:4]1[CH2:9][CH2:8][N:7]([C:10]([C:12]2[CH:13]=[C:14]3[C:18](=[CH:19][CH:20]=2)[NH:17][C:16]([C:21]([N:23]2[CH2:28][CH2:27][CH:26]([O:29][CH3:30])[CH2:25][CH2:24]2)=[O:22])=[CH:15]3)=[O:11])[CH2:6][CH2:5]1)([CH3:3])[CH3:2].[F:31][C:32]([F:43])([F:42])[C:33]1[CH:34]=[C:35](B(O)O)[CH:36]=[CH:37][CH:38]=1.N1C=CC=CC=1. (6) Given the product [C:30]1([CH:36]2[CH2:29][CH2:28][N:25]([CH2:23][C:6]3[N:7]=[C:8]([C:12]4[S:13][C:14]5[CH:22]=[CH:21][CH:20]=[CH:19][C:15]=5[C:16](=[O:18])[N:17]=4)[CH:9]=[CH:10][CH:11]=3)[CH2:26][CH2:27]2)[CH:35]=[CH:34][CH:33]=[CH:32][CH:31]=1, predict the reactants needed to synthesize it. The reactants are: CS(O[C:6]1[CH:11]=[CH:10][CH:9]=[C:8]([C:12]2[S:13][C:14]3[CH:22]=[CH:21][CH:20]=[CH:19][C:15]=3[C:16](=[O:18])[N:17]=2)[N:7]=1)(=O)=O.[CH2:23]([N:25]([CH2:28][CH3:29])[CH2:26][CH3:27])C.[C:30]1([CH:36]2CCNCC2)[CH:35]=[CH:34][CH:33]=[CH:32][CH:31]=1.C(OC(=O)C)C. (7) Given the product [NH2:32][C:30](=[O:31])[CH:29]([OH:33])[CH:28]([NH:27][C:14]([C@H:9]1[CH2:10][CH2:11][C:12](=[O:13])[N:8]1[CH2:1][C:2]1[CH:3]=[CH:4][CH:5]=[CH:6][CH:7]=1)=[O:16])[CH2:34][C:35]1[CH:36]=[CH:37][CH:38]=[CH:39][CH:40]=1, predict the reactants needed to synthesize it. The reactants are: [CH2:1]([N:8]1[C:12](=[O:13])[CH2:11][CH2:10][C@@H:9]1[C:14]([OH:16])=O)[C:2]1[CH:7]=[CH:6][CH:5]=[CH:4][CH:3]=1.ON1C2C=CC=CC=2N=N1.[NH2:27][CH:28]([CH2:34][C:35]1[CH:40]=[CH:39][CH:38]=[CH:37][CH:36]=1)[CH:29]([OH:33])[C:30]([NH2:32])=[O:31].Cl.CN(C)CCCN=C=NCC.CCN(C(C)C)C(C)C. (8) Given the product [NH2:1][C:2]1[C:11]2[C:6](=[C:7]([C:22]3[C:23]([O:27][CH3:28])=[CH:24][CH:25]=[CH:26][C:21]=3[F:20])[C:8]([F:12])=[CH:9][CH:10]=2)[N:5]=[N:4][C:3]=1[C:14]([NH:16][CH:17]1[CH2:19][CH2:18]1)=[O:15], predict the reactants needed to synthesize it. The reactants are: [NH2:1][C:2]1[C:11]2[C:6](=[C:7](I)[C:8]([F:12])=[CH:9][CH:10]=2)[N:5]=[N:4][C:3]=1[C:14]([NH:16][CH:17]1[CH2:19][CH2:18]1)=[O:15].[F:20][C:21]1[CH:26]=[CH:25][CH:24]=[C:23]([O:27][CH3:28])[C:22]=1B(O)O. (9) Given the product [CH3:3][O:4][C:5]1[CH2:11][CH2:10][CH:8]([OH:9])[CH2:7][CH:6]=1, predict the reactants needed to synthesize it. The reactants are: CC1(C)CO[C:5]2([CH2:11][CH2:10][C:8](=[O:9])[CH2:7][CH2:6]2)[O:4][CH2:3]1.COC1C=CC(O)=CC=1.[Li].N. (10) Given the product [C:1]([O:5][C:6](=[O:19])[NH:7][C:8]1[CH:13]=[CH:12][C:11]([C:14]#[C:15][C:22]2[CH:23]=[CH:24][CH:25]=[CH:26][C:21]=2[F:20])=[CH:10][C:9]=1[N+:16]([O-:18])=[O:17])([CH3:4])([CH3:2])[CH3:3], predict the reactants needed to synthesize it. The reactants are: [C:1]([O:5][C:6](=[O:19])[NH:7][C:8]1[CH:13]=[CH:12][C:11]([C:14]#[CH:15])=[CH:10][C:9]=1[N+:16]([O-:18])=[O:17])([CH3:4])([CH3:3])[CH3:2].[F:20][C:21]1[CH:26]=[CH:25][CH:24]=[CH:23][C:22]=1I.